This data is from Clinical trial toxicity outcomes and FDA approval status for drugs. The task is: Regression/Classification. Given a drug SMILES string, predict its toxicity properties. Task type varies by dataset: regression for continuous values (e.g., LD50, hERG inhibition percentage) or binary classification for toxic/non-toxic outcomes (e.g., AMES mutagenicity, cardiotoxicity, hepatotoxicity). Dataset: clintox. (1) The molecule is C[NH2+]C1(c2ccccc2Cl)CCCCC1=O. The result is 0 (passed clinical trial). (2) The drug is C[NH+]1CC[C@]23c4c5ccc(O)c4O[C@H]2C(=O)CC[C@@]3(O)[C@H]1C5. The result is 0 (passed clinical trial). (3) The drug is CCNC(NCC)=[NH+]CCCC[C@H](NC(=O)[C@H](CC(C)C)NC(=O)[C@@H](CCCC[NH+]=C(NCC)NCC)NC(=O)[C@H](Cc1ccc(O)cc1)NC(=O)[C@H](CO)NC(=O)[C@@H](Cc1cccnc1)NC(=O)[C@@H](Cc1ccc(Cl)cc1)NC(=O)[C@@H](Cc1ccc2ccccc2c1)NC(C)=O)C(=O)N1CCC[C@H]1C(=O)N[C@H](C)C(N)=O. The result is 0 (passed clinical trial). (4) The drug is C#C[C@]1(O)CC[C@H]2[C@@H]3CCC4=CC(=O)CC[C@@H]4[C@H]3C(=C)C[C@@]21CC. The result is 0 (passed clinical trial). (5) The compound is CCCc1nc(C)c2c(=O)nc(-c3cc(S(=O)(=O)N4CC[NH+](CC)CC4)ccc3OCC)[nH]n12. The result is 0 (passed clinical trial). (6) The drug is COC(=O)C1=C(C)NC(C)=C(C(=O)OCC(C)C)C1c1ccccc1[N+](=O)[O-]. The result is 0 (passed clinical trial). (7) The result is 0 (passed clinical trial). The compound is OC(CCC[NH+]1CCCCC1)(c1ccccc1)c1ccccc1. (8) The compound is CCCCCCC(=O)O[C@H]1CC[C@H]2[C@@H]3CCC4=CC(=O)CC[C@]4(C)[C@H]3CC[C@]12C. The result is 0 (passed clinical trial). (9) The result is 0 (passed clinical trial). The molecule is C[C@H]1O[C@@H](O[C@H]2[C@@H](O)C[C@H](O[C@H]3[C@@H](O)C[C@H](O[C@H]4CC[C@]5(C)[C@H]6C[C@@H](O)[C@]7(C)[C@@H](C8=CC(=O)OC8)CC[C@]7(O)[C@@H]6CC[C@@H]5C4)O[C@@H]3C)O[C@@H]2C)C[C@H](O)[C@@H]1O. (10) The molecule is CC(C)(O/N=C(\C(=O)N[C@@H]1C(=O)N2C(C(=O)[O-])=C(C[n+]3ccccc3)CS[C@H]12)c1csc(N)n1)C(=O)[O-]. The result is 0 (passed clinical trial).